From a dataset of Forward reaction prediction with 1.9M reactions from USPTO patents (1976-2016). Predict the product of the given reaction. (1) The product is: [CH2:1]([O:4][C:5]1[CH:26]=[C:25]([O:27][CH2:28][CH:29]=[CH2:30])[C:24]([CH:31]([C:33]#[CH:34])[CH3:32])=[CH:23][C:6]=1[C:7](=[N:36][NH2:37])[NH:9][C:10]1[CH:15]=[CH:14][C:13]([N:9]2[CH2:10][CH2:11][O:35][CH2:6][CH2:7]2)=[CH:12][CH:11]=1)[CH:2]=[CH2:3]. Given the reactants [CH2:1]([O:4][C:5]1[CH:26]=[C:25]([O:27][CH2:28][CH:29]=[CH2:30])[C:24]([CH:31]([C:33]#[CH:34])[CH3:32])=[CH:23][C:6]=1[C:7]([NH:9][C:10]1[CH:15]=[CH:14][C:13](CN2CCOCC2)=[CH:12][CH:11]=1)=S)[CH:2]=[CH2:3].[OH2:35].[NH2:36][NH2:37], predict the reaction product. (2) Given the reactants [Br:1][C:2]1[CH:7]=[CH:6][C:5]([CH:8]2[CH2:13][NH:12][CH2:11][CH2:10][NH:9]2)=[CH:4][CH:3]=1.[Cl:14][C:15]1[C:16]([OH:25])=[CH:17][C:18]([OH:24])=[C:19]([CH:23]=1)[C:20](O)=[O:21].C(N(C(C)C)CC)(C)C.P(F)(F)(F)(F)F.N1(OC(N(C)C)=[N+](C)C)C2N=CC=CC=2N=N1.C([O-])(O)=O.[Na+], predict the reaction product. The product is: [Br:1][C:2]1[CH:3]=[CH:4][C:5]([CH:8]2[NH:9][CH2:10][CH2:11][N:12]([C:20]([C:19]3[CH:23]=[C:15]([Cl:14])[C:16]([OH:25])=[CH:17][C:18]=3[OH:24])=[O:21])[CH2:13]2)=[CH:6][CH:7]=1. (3) Given the reactants [CH3:1][NH:2][C:3]1[N:8]=[CH:7][N:6]=[C:5]2[NH:9][N:10]=[CH:11][C:4]=12.[I:12]N1C(=O)CCC1=O, predict the reaction product. The product is: [I:12][C:11]1[C:4]2[C:5](=[N:6][CH:7]=[N:8][C:3]=2[NH:2][CH3:1])[NH:9][N:10]=1. (4) Given the reactants O=C1C2C(=CC=CC=2)C(=O)[N:3]1[CH2:12][CH2:13][CH2:14][N:15]1[CH:20]=[C:19]([F:21])[CH:18]=[C:17]([C@H:22]2[CH2:26][CH2:25][CH2:24][N:23]2[C:27]2[CH:32]=[CH:31][N:30]3[N:33]=[CH:34][C:35]([C:36]([O:38][CH2:39][CH3:40])=[O:37])=[C:29]3[N:28]=2)[C:16]1=[O:41].CO.C1COCC1.NN.O, predict the reaction product. The product is: [NH2:3][CH2:12][CH2:13][CH2:14][N:15]1[CH:20]=[C:19]([F:21])[CH:18]=[C:17]([C@H:22]2[CH2:26][CH2:25][CH2:24][N:23]2[C:27]2[CH:32]=[CH:31][N:30]3[N:33]=[CH:34][C:35]([C:36]([O:38][CH2:39][CH3:40])=[O:37])=[C:29]3[N:28]=2)[C:16]1=[O:41]. (5) Given the reactants [CH3:1][O:2][C:3]([C:5]1[C:13]([NH:14][C:15]2[CH:20]=[CH:19][C:18]([Br:21])=[CH:17][C:16]=2[Cl:22])=[C:12]([F:23])[C:8]2[N:9]=[CH:10][NH:11][C:7]=2[CH:6]=1)=[O:4].Br[CH2:25][CH:26]1[CH2:31][CH2:30][CH2:29][CH2:28][O:27]1.C(=O)([O-])[O-].[K+].[K+], predict the reaction product. The product is: [CH3:1][O:2][C:3]([C:5]1[C:13]([NH:14][C:15]2[CH:20]=[CH:19][C:18]([Br:21])=[CH:17][C:16]=2[Cl:22])=[C:12]([F:23])[C:8]2[N:9]=[CH:10][N:11]([CH2:25][CH:26]3[CH2:31][CH2:30][CH2:29][CH2:28][O:27]3)[C:7]=2[CH:6]=1)=[O:4].